This data is from Forward reaction prediction with 1.9M reactions from USPTO patents (1976-2016). The task is: Predict the product of the given reaction. Given the reactants [CH3:1][C:2]1[CH:7]=[C:6]([C:8]#[C:9][C:10]2[N:11]=[C:12]([CH3:15])[NH:13][CH:14]=2)[CH:5]=[CH:4][N:3]=1.S(O[CH2:21][C:22]([F:25])([F:24])[F:23])(=O)(=O)C, predict the reaction product. The product is: [CH3:1][C:2]1[CH:7]=[C:6]([C:8]#[C:9][C:10]2[N:11]=[C:12]([CH3:15])[N:13]([CH2:21][C:22]([F:25])([F:24])[F:23])[CH:14]=2)[CH:5]=[CH:4][N:3]=1.